Dataset: Drug-target binding data from BindingDB using Ki measurements. Task: Regression. Given a target protein amino acid sequence and a drug SMILES string, predict the binding affinity score between them. We predict pKi (pKi = -log10(Ki in M); higher means stronger inhibition). Dataset: bindingdb_ki. (1) The drug is COC(=O)C1C2CC[C@H](C[C@H]1c1ccc(Br)cc1)N2C. The target protein sequence is MVTRTRETWGKKIDFLLSVVGFAVDLANVWRFPYLCYKNGGGAFLIPYTLFLIIAGMPLFYMELALGQFNREGAATVWKICPFFKGVGYAVILIALYVGFYYNVIIAWSLYYLFASFTLNLPWTNCGHAWNSPNCTDPKLLNASVLGDHTKYSKYKFTPAAEFYERGVLHLHESSGIHDIGLPQWQLLLCLMVVIVVLYVSLWKGVKTSGKVVWITATLPYFVLFVLLVHGVTLPGASNGINAYLHIDFYRLKEATVWIDAATQIFFSLGAGFGVLIAFASYNKFDNNCYRDALLTSTINCVTSFISGFAIFSILGYMAHEHKVKIEDVATEGAGLVFVLYPEAISTLSGSTFWAVLFFLMLLALGLDSSMGGMEAVITGLADDFQVLKRHRKLFTCAVTLGTFLLAMFCITKGGIYVLTLLDTFAAGTSILFAVLMEAIGVSWFYGVDRFSNDIQQMMGFKPGLYWRLCWKFVSPAFLLFVVVVSIINFKPLTYDDYVY.... The pKi is 7.6. (2) The drug is COc1ccc(C(=O)Nc2cccc(O)c2NC(=O)c2ccc(N3CCCN(C)CC3)cc2)cc1. The target protein (Q9HAW9) has sequence MARTGWTSPIPLCVSLLLTCGFAEAGKLLVVPMDGSHWFTMQSVVEKLILRGHEVVVVMPEVSWQLGKSLNCTVKTYSTSYTLEDLDREFMDFADAQWKAQVRSLFSLFLSSSNGFFNLFFSHCRSLFNDRKLVEYLKESSFDAVFLDPFDACGLIVAKYFSLPSVVFARGIACHYLEEGAQCPAPLSYVPRILLGFSDAMTFKERVRNHIMHLEEHLFCQYFSKNALEIASEILQTPVTAYDLYSHTSIWLLRTDFVLDYPKPVMPNMIFIGGINCHQGKPLPMEFEAYINASGEHGIVVFSLGSMVSEIPEKKAMAIADALGKIPQTVLWRYTGTRPSNLANNTILVKWLPQNDLLGHPMTRAFITHAGSHGVYESICNGVPMVMMPLFGDQMDNAKRMETKGAGVTLNVLEMTSEDLENALKAVINDKSYKENIMRLSSLHKDRPVEPLDLAVFWVEFVMRHKGAPHLRPAAHDLTWYQYHSLDVIGFLLAVVLTVA.... The pKi is 3.5.